From a dataset of Catalyst prediction with 721,799 reactions and 888 catalyst types from USPTO. Predict which catalyst facilitates the given reaction. (1) Reactant: C[O:2][C:3]([C:5]1[CH:6]=[C:7]2[C:11](=[CH:12][CH:13]=1)[NH:10][CH:9]=[C:8]2[C:14](=[O:16])[CH3:15])=[O:4].C(O)CO.[OH-].[K+]. Product: [C:14]([C:8]1[C:7]2[C:11](=[CH:12][CH:13]=[C:5]([C:3]([OH:4])=[O:2])[CH:6]=2)[NH:10][CH:9]=1)(=[O:16])[CH3:15]. The catalyst class is: 7. (2) Reactant: C([Si](C)(C)[O:6][C:7]1[C:12]([CH3:13])=[CH:11][C:10]([C:14]2([C:24]3[CH:29]=[C:28]([CH3:30])[C:27]([O:31][Si](C(C)(C)C)(C)C)=[C:26]([CH3:39])[CH:25]=3)[C:22]3[C:17](=[CH:18][CH:19]=[CH:20][CH:21]=3)[NH:16][C:15]2=[O:23])=[CH:9][C:8]=1[CH3:40])(C)(C)C.[C:43]1(B(O)O)[CH:48]=[CH:47][CH:46]=[CH:45][CH:44]=1.C(N(CC)CC)C. Product: [OH:31][C:27]1[C:28]([CH3:30])=[CH:29][C:24]([C:14]2([C:10]3[CH:9]=[C:8]([CH3:40])[C:7]([OH:6])=[C:12]([CH3:13])[CH:11]=3)[C:22]3[C:17](=[CH:18][CH:19]=[CH:20][CH:21]=3)[N:16]([C:43]3[CH:48]=[CH:47][CH:46]=[CH:45][CH:44]=3)[C:15]2=[O:23])=[CH:25][C:26]=1[CH3:39]. The catalyst class is: 732. (3) Reactant: [N:1]1[CH:6]=[CH:5][CH:4]=[CH:3][C:2]=1[CH:7]([OH:9])[CH3:8].[CH3:10][S:11](Cl)(=[O:13])=[O:12]. Product: [CH3:10][S:11]([O:9][CH:7]([C:2]1[CH:3]=[CH:4][CH:5]=[CH:6][N:1]=1)[CH3:8])(=[O:13])=[O:12]. The catalyst class is: 79. (4) Reactant: C([O:3][C:4]([C:6]1[N:7]=[C:8]([C:11]2[CH:16]=[CH:15][CH:14]=[C:13]([C:17]3[CH2:18][C:19](=[O:35])[NH:20][C:21]4[CH:27]=[C:26]([C:28]5[CH:33]=[CH:32][C:31]([F:34])=[CH:30][CH:29]=5)[CH:25]=[CH:24][C:22]=4[N:23]=3)[CH:12]=2)[S:9][CH:10]=1)=[O:5])C.[OH-].[K+]. Product: [F:34][C:31]1[CH:32]=[CH:33][C:28]([C:26]2[CH:25]=[CH:24][C:22]3[N:23]=[C:17]([C:13]4[CH:12]=[C:11]([C:8]5[S:9][CH:10]=[C:6]([C:4]([OH:5])=[O:3])[N:7]=5)[CH:16]=[CH:15][CH:14]=4)[CH2:18][C:19](=[O:35])[NH:20][C:21]=3[CH:27]=2)=[CH:29][CH:30]=1. The catalyst class is: 816. (5) Reactant: [CH3:1][C:2]1[CH:7]=[CH:6][N:5]=[CH:4][C:3]=1[N:8]1[CH2:12][CH2:11][NH:10][C:9]1=[O:13].Br[C:15]1[CH:22]=[CH:21][C:18]([C:19]#[N:20])=[C:17]([F:23])[CH:16]=1.N[C@@H]1CCCC[C@H]1N.P([O-])([O-])([O-])=O.[K+].[K+].[K+]. Product: [F:23][C:17]1[CH:16]=[C:15]([N:10]2[CH2:11][CH2:12][N:8]([C:3]3[CH:4]=[N:5][CH:6]=[CH:7][C:2]=3[CH3:1])[C:9]2=[O:13])[CH:22]=[CH:21][C:18]=1[C:19]#[N:20]. The catalyst class is: 246. (6) Reactant: [OH:1][C:2]1[CH:7]=[CH:6][N:5]([CH2:8][CH2:9][C:10]2[CH:15]=[CH:14][C:13]([CH2:16][OH:17])=[CH:12][CH:11]=2)[C:4](=[O:18])[CH:3]=1.Br[CH2:20][C:21]1[CH:25]=[CH:24][O:23][CH:22]=1.C(=O)([O-])[O-].[K+].[K+]. Product: [O:23]1[CH:24]=[CH:25][C:21]([CH2:20][O:1][C:2]2[CH:7]=[CH:6][N:5]([CH2:8][CH2:9][C:10]3[CH:15]=[CH:14][C:13]([CH2:16][OH:17])=[CH:12][CH:11]=3)[C:4](=[O:18])[CH:3]=2)=[CH:22]1. The catalyst class is: 3. (7) Product: [CH2:23]([N:22]1[CH2:21][CH2:20][O:19][CH:11]([CH2:17][Cl:18])[CH2:12]1)[C:24]1[CH:25]=[CH:26][CH:27]=[CH:28][CH:29]=1. Reactant: ClC1C=CC=C2C=1CCN2[C:11]([O:19][CH2:20][CH2:21][NH:22][CH2:23][C:24]1[CH:29]=[CH:28][CH:27]=[CH:26][CH:25]=1)([CH2:17][Cl:18])[CH:12](CC=O)O.S(=O)(=O)(O)O.[OH-].[Na+]. The catalyst class is: 6.